This data is from Forward reaction prediction with 1.9M reactions from USPTO patents (1976-2016). The task is: Predict the product of the given reaction. (1) The product is: [CH3:12][N:13]1[CH2:18][CH2:17][N:16]([CH2:19][CH2:20][CH2:21][NH:22][C:23]([C:25]2[C:29]([C:30]3[CH:31]=[CH:32][CH:33]=[CH:34][CH:35]=3)=[C:28]([CH:36]=[C:5]3[C:4]4[C:8](=[CH:9][CH:10]=[C:2]([Br:1])[CH:3]=4)[NH:7][C:6]3=[O:11])[NH:27][C:26]=2[CH:38]([CH3:40])[CH3:39])=[O:24])[CH2:15][CH2:14]1. Given the reactants [Br:1][C:2]1[CH:3]=[C:4]2[C:8](=[CH:9][CH:10]=1)[NH:7][C:6](=[O:11])[CH2:5]2.[CH3:12][N:13]1[CH2:18][CH2:17][N:16]([CH2:19][CH2:20][CH2:21][NH:22][C:23]([C:25]2[C:29]([C:30]3[CH:35]=[CH:34][CH:33]=[CH:32][CH:31]=3)=[C:28]([CH:36]=O)[NH:27][C:26]=2[CH:38]([CH3:40])[CH3:39])=[O:24])[CH2:15][CH2:14]1, predict the reaction product. (2) Given the reactants Cl.Cl.[Cl:3][C:4]1[CH:5]=[C:6]([NH:18][C:19]2[C:20]3[N:27]([CH2:28][CH2:29][NH:30][CH3:31])[CH:26]=[CH:25][C:21]=3[N:22]=[CH:23][N:24]=2)[CH:7]=[CH:8][C:9]=1[O:10][C:11]1[CH:16]=[CH:15][CH:14]=[C:13]([Cl:17])[CH:12]=1.[CH3:32][S:33]([CH2:36][C:37]([OH:39])=O)(=[O:35])=[O:34].ON1C2C=CC=CC=2N=N1.C(N=C=NCCCN(C)C)C.Cl, predict the reaction product. The product is: [Cl:3][C:4]1[CH:5]=[C:6]([NH:18][C:19]2[C:20]3[N:27]([CH2:28][CH2:29][N:30]([CH3:31])[C:37](=[O:39])[CH2:36][S:33]([CH3:32])(=[O:35])=[O:34])[CH:26]=[CH:25][C:21]=3[N:22]=[CH:23][N:24]=2)[CH:7]=[CH:8][C:9]=1[O:10][C:11]1[CH:16]=[CH:15][CH:14]=[C:13]([Cl:17])[CH:12]=1. (3) Given the reactants CC(C)(C)C([NH:5][C:6]1[CH:11]=[CH:10][CH:9]=[C:8]([CH:12]([O:14][N:15]=[C:16]([C:23]2[N:27]([CH3:28])[N:26]=[N:25][N:24]=2)[C:17]2[CH:22]=[CH:21][CH:20]=[CH:19][CH:18]=2)[CH3:13])[N:7]=1)=O.[OH-].[K+], predict the reaction product. The product is: [CH3:28][N:27]1[C:23]([C:16](=[N:15][O:14][CH:12]([C:8]2[N:7]=[C:6]([NH2:5])[CH:11]=[CH:10][CH:9]=2)[CH3:13])[C:17]2[CH:18]=[CH:19][CH:20]=[CH:21][CH:22]=2)=[N:24][N:25]=[N:26]1. (4) Given the reactants [CH3:1][C:2]1([CH3:44])[O:6][C@@H:5]([CH2:7][CH2:8][NH:9][C:10]([CH:12]2[CH:16]([C:17]3[CH:22]=[CH:21][CH:20]=[C:19]([Cl:23])[C:18]=3[F:24])[C:15]([C:27]3[CH:32]=[CH:31][C:30]([Cl:33])=[CH:29][C:28]=3[F:34])([C:25]#[N:26])[CH:14]([CH2:35][C:36]3([CH2:42][OH:43])[CH2:41][CH2:40][CH:39]=[CH:38][CH2:37]3)[NH:13]2)=[O:11])[CH2:4][O:3]1, predict the reaction product. The product is: [CH3:1][C:2]1([CH3:44])[O:6][C@@H:5]([CH2:7][CH2:8][NH:9][C:10]([CH:12]2[CH:16]([C:17]3[CH:22]=[CH:21][CH:20]=[C:19]([Cl:23])[C:18]=3[F:24])[C:15]([C:27]3[CH:32]=[CH:31][C:30]([Cl:33])=[CH:29][C:28]=3[F:34])([C:25]#[N:26])[CH:14]([CH2:35][C:36]3([CH2:42][OH:43])[CH2:37][CH2:38][CH2:39][CH2:40][CH2:41]3)[NH:13]2)=[O:11])[CH2:4][O:3]1. (5) Given the reactants [N:1]1([C:7]2[CH:8]=[CH:9][C:10]3[N:11]([C:13]([C:16]([F:19])([F:18])[F:17])=[N:14][N:15]=3)[N:12]=2)[CH2:6][CH2:5][NH:4][CH2:3][CH2:2]1.[CH2:20]([N:22]([CH2:31][CH3:32])[C:23]1[CH:30]=[CH:29][C:26]([CH:27]=O)=[CH:25][CH:24]=1)[CH3:21], predict the reaction product. The product is: [CH2:31]([N:22]([CH2:20][CH3:21])[C:23]1[CH:30]=[CH:29][C:26]([CH2:27][N:4]2[CH2:3][CH2:2][N:1]([C:7]3[CH:8]=[CH:9][C:10]4[N:11]([C:13]([C:16]([F:17])([F:18])[F:19])=[N:14][N:15]=4)[N:12]=3)[CH2:6][CH2:5]2)=[CH:25][CH:24]=1)[CH3:32]. (6) Given the reactants [O:1]=[C:2]1[N:10]([CH2:11][CH2:12][CH3:13])[C:9]2[N:8]=[C:7]([CH:14]3[CH2:20][CH:19]4[CH:21]([CH:22](C(O)=O)[C:23]([OH:25])=[O:24])[CH:16]([CH2:17][CH2:18]4)[CH2:15]3)[NH:6][C:5]=2[C:4](=[O:29])[N:3]1[CH2:30][CH2:31][CH3:32].[OH-].[K+], predict the reaction product. The product is: [O:1]=[C:2]1[N:10]([CH2:11][CH2:12][CH3:13])[C:9]2[N:8]=[C:7]([CH:14]3[CH2:20][CH:19]4[CH:21]([CH2:22][C:23]([OH:25])=[O:24])[CH:16]([CH2:17][CH2:18]4)[CH2:15]3)[NH:6][C:5]=2[C:4](=[O:29])[N:3]1[CH2:30][CH2:31][CH3:32]. (7) Given the reactants [Cl:1][C:2]1[C:14]2[C:13](=[O:15])[C:12]3[CH:11]=[N:10][CH:9]=[CH:8][C:7]=3[C:6]=2[C:5]2[CH:16]=[CH:17][C:18]([OH:20])=[CH:19][C:4]=2[N:3]=1.[CH2:21](Cl)[C:22]1[CH:27]=[CH:26][CH:25]=[CH:24][CH:23]=1.C(=O)([O-])[O-].[K+].[K+], predict the reaction product. The product is: [CH2:21]([O:20][C:18]1[CH:17]=[CH:16][C:5]2[C:6]3[C:7]4[CH:8]=[CH:9][N:10]=[CH:11][C:12]=4[C:13](=[O:15])[C:14]=3[C:2]([Cl:1])=[N:3][C:4]=2[CH:19]=1)[C:22]1[CH:27]=[CH:26][CH:25]=[CH:24][CH:23]=1. (8) Given the reactants [C:1]1([C:7]2[C:12]([C:13]([O:15][CH2:16][CH3:17])=[O:14])=[CH:11][N:10]=[C:9](S(C)(=O)=O)[N:8]=2)[CH:6]=[CH:5][CH:4]=[CH:3][CH:2]=1.[S:22]1[CH:26]=[CH:25][CH:24]=[C:23]1[CH2:27][NH2:28], predict the reaction product. The product is: [C:1]1([C:7]2[C:12]([C:13]([O:15][CH2:16][CH3:17])=[O:14])=[CH:11][N:10]=[C:9]([NH:28][CH2:27][C:23]3[S:22][CH:26]=[CH:25][CH:24]=3)[N:8]=2)[CH:2]=[CH:3][CH:4]=[CH:5][CH:6]=1. (9) Given the reactants [CH:1]([C:3]1[CH:7]=[C:6]([NH:8][S:9]([C:12]2[CH:17]=[CH:16][CH:15]=[CH:14][CH:13]=2)(=[O:11])=[O:10])[N:5]([C:18]2[CH:23]=[CH:22][CH:21]=[CH:20][CH:19]=2)[N:4]=1)=[O:2].[C:24](=O)([O-])[O-].[K+].[K+].IC.O, predict the reaction product. The product is: [CH:1]([C:3]1[CH:7]=[C:6]([N:8]([CH3:24])[S:9]([C:12]2[CH:17]=[CH:16][CH:15]=[CH:14][CH:13]=2)(=[O:11])=[O:10])[N:5]([C:18]2[CH:23]=[CH:22][CH:21]=[CH:20][CH:19]=2)[N:4]=1)=[O:2].